From a dataset of Reaction yield outcomes from USPTO patents with 853,638 reactions. Predict the reaction yield, written as a fraction of the theoretical maximum amount of product (1.0 means a 100% yield; for example, 0.34 means a 34% yield). The yield is 0.497. The catalyst is ClCCl.O. The product is [CH:20]1([C:5]2[C:6]([C:7](=[O:8])[NH:9][CH2:10][CH2:11][CH2:12][N:13]3[CH2:17][CH2:16][CH2:15][C:14]3=[O:18])=[CH:19][C:2]([NH:1][C:50]([C:46]3[O:45][CH:49]=[CH:48][CH:47]=3)=[O:51])=[C:3]([N:23]3[CH2:24][CH2:25][N:26]([C:29]4[CH:34]=[CH:33][CH:32]=[CH:31][C:30]=4[CH3:35])[CH2:27][CH2:28]3)[CH:4]=2)[CH2:21][CH2:22]1. The reactants are [NH2:1][C:2]1[C:3]([N:23]2[CH2:28][CH2:27][N:26]([C:29]3[CH:34]=[CH:33][CH:32]=[CH:31][C:30]=3[CH3:35])[CH2:25][CH2:24]2)=[CH:4][C:5]([CH:20]2[CH2:22][CH2:21]2)=[C:6]([CH:19]=1)[C:7]([NH:9][CH2:10][CH2:11][CH2:12][N:13]1[CH2:17][CH2:16][CH2:15][C:14]1=[O:18])=[O:8].C(N(CC)C(C)C)(C)C.[O:45]1[CH:49]=[CH:48][CH:47]=[C:46]1[C:50](Cl)=[O:51].